This data is from Full USPTO retrosynthesis dataset with 1.9M reactions from patents (1976-2016). The task is: Predict the reactants needed to synthesize the given product. (1) Given the product [C:38]([N:4]1[CH2:5][CH2:6][N:1]([C:7]2[CH:12]=[CH:11][C:10]([NH:13][C:14]3[N:19]=[C:18]([CH2:20][CH2:21][C:22]4[CH:27]=[CH:26][CH:25]=[CH:24][C:23]=4[CH2:28][C:29]([NH2:31])=[O:30])[C:17]([C:32]([F:33])([F:35])[F:34])=[CH:16][N:15]=3)=[CH:9][CH:8]=2)[CH2:2][CH2:3]1)(=[O:39])[CH3:37], predict the reactants needed to synthesize it. The reactants are: [N:1]1([C:7]2[CH:12]=[CH:11][C:10]([NH:13][C:14]3[N:19]=[C:18]([CH2:20][CH2:21][C:22]4[CH:27]=[CH:26][CH:25]=[CH:24][C:23]=4[CH2:28][C:29]([NH2:31])=[O:30])[C:17]([C:32]([F:35])([F:34])[F:33])=[CH:16][N:15]=3)=[CH:9][CH:8]=2)[CH2:6][CH2:5][NH:4][CH2:3][CH2:2]1.C1C[O:39][CH2:38][CH2:37]1.C(N(CC)CC)C.C(OC(=O)C)(=O)C. (2) Given the product [Br:1][C:2]1[CH:3]=[C:4]2[C:8](=[CH:9][CH:10]=1)[C:7](=[O:11])[N:17]([CH:16]([CH:18]([CH3:20])[CH3:19])[C:15]([O:14][CH3:13])=[O:21])[C:5]2=[O:12], predict the reactants needed to synthesize it. The reactants are: [Br:1][C:2]1[CH:3]=[C:4]2[C:8](=[CH:9][CH:10]=1)[C:7](=[O:11])O[C:5]2=[O:12].[CH3:13][O:14][C:15](=[O:21])[C@H:16]([CH:18]([CH3:20])[CH3:19])[NH2:17].C(N(CC)CC)C.